This data is from Reaction yield outcomes from USPTO patents with 853,638 reactions. The task is: Predict the reaction yield, written as a fraction of the theoretical maximum amount of product (1.0 means a 100% yield; for example, 0.34 means a 34% yield). (1) The reactants are [C:1]1([S:11]([C:14]2[C:22]3[C:17](=[CH:18][CH:19]=[C:20]([O:23][CH:24]4[CH2:29][CH2:28][NH:27][CH2:26][CH2:25]4)[CH:21]=3)[NH:16][N:15]=2)(=[O:13])=[O:12])[C:10]2[C:5](=[CH:6][CH:7]=[CH:8][CH:9]=2)[CH:4]=[CH:3][CH:2]=1.[C:30]1([CH2:36][CH:37]=O)[CH:35]=[CH:34][CH:33]=[CH:32][CH:31]=1.C(O)(=O)C.C(O[BH-](OC(=O)C)OC(=O)C)(=O)C.[Na+]. The catalyst is ClCCCl.C(Cl)(Cl)Cl. The product is [C:1]1([S:11]([C:14]2[C:22]3[C:17](=[CH:18][CH:19]=[C:20]([O:23][CH:24]4[CH2:29][CH2:28][N:27]([CH2:37][CH2:36][C:30]5[CH:35]=[CH:34][CH:33]=[CH:32][CH:31]=5)[CH2:26][CH2:25]4)[CH:21]=3)[NH:16][N:15]=2)(=[O:12])=[O:13])[C:10]2[C:5](=[CH:6][CH:7]=[CH:8][CH:9]=2)[CH:4]=[CH:3][CH:2]=1. The yield is 0.678. (2) The reactants are [CH3:1][NH:2][CH3:3].CCN(CC)CC.[Cl:11][CH2:12][C:13]1[CH:14]=[C:15]([CH:19]=[CH:20][CH:21]=1)[C:16](Cl)=[O:17]. The catalyst is C(Cl)Cl. The product is [Cl:11][CH2:12][C:13]1[CH:14]=[C:15]([CH:19]=[CH:20][CH:21]=1)[C:16]([N:2]([CH3:3])[CH3:1])=[O:17]. The yield is 0.710. (3) The catalyst is CN(C)C1C=CN=CC=1.[C-]#[O+].[C-]#[O+].[C-]#[O+].[C-]#[O+].[C-]#[O+].[C-]#[O+].[Mo].CC1C(P(C2C([CH2-])=CC=CC=2)C2C(C)=CC=CC=2)=CC=CC=1.CC1C(P(C2C([CH2-])=CC=CC=2)C2C(C)=CC=CC=2)=CC=CC=1.CC(O)=O.CC(O)=O.[Pd].[Pd]. The product is [CH:1]12[CH2:10][CH:5]3[CH2:6][CH:7]([CH2:9][CH:3]([CH2:4]3)[CH:2]1[NH:11][C:12]([C:14]1[CH:15]=[N:16][N:17]([C:23]3[CH:28]=[CH:27][C:26]([C:62]([O:61][CH2:60][CH3:59])=[O:66])=[CH:25][C:24]=3[CH3:30])[C:18]=1[C:19]([CH3:22])([CH3:21])[CH3:20])=[O:13])[CH2:8]2. The yield is 0.500. The reactants are [CH:1]12[CH2:10][CH:5]3[CH2:6][CH:7]([CH2:9][CH:3]([CH2:4]3)[CH:2]1[NH:11][C:12]([C:14]1[CH:15]=[N:16][N:17]([C:23]3[CH:28]=[CH:27][C:26](Cl)=[CH:25][C:24]=3[CH3:30])[C:18]=1[C:19]([CH3:22])([CH3:21])[CH3:20])=[O:13])[CH2:8]2.C(N(C(C)C)C(C)C)C.F[B-](F)(F)F.C(P(C(C)(C)C)C(C)(C)C)(C)(C)C.O1C[CH2:62][O:61][CH2:60][CH2:59]1.C([OH:66])C. (4) The reactants are [N+:1]([C:4]1[CH:12]=[C:11]2[C:7]([CH2:8][CH2:9][CH:10]2[NH:13][C:14]2[CH:19]=[CH:18][C:17]([C:20]([F:23])([F:22])[F:21])=[CH:16][CH:15]=2)=[CH:6][C:5]=1[NH:24][C:25](=[O:33])[CH2:26][CH2:27][CH:28]1[CH2:32][CH2:31][CH2:30][CH2:29]1)([O-])=O. The catalyst is CO.[Ni]. The product is [NH2:1][C:4]1[CH:12]=[C:11]2[C:7]([CH2:8][CH2:9][CH:10]2[NH:13][C:14]2[CH:15]=[CH:16][C:17]([C:20]([F:22])([F:23])[F:21])=[CH:18][CH:19]=2)=[CH:6][C:5]=1[NH:24][C:25](=[O:33])[CH2:26][CH2:27][CH:28]1[CH2:29][CH2:30][CH2:31][CH2:32]1. The yield is 1.00. (5) The reactants are [Cl:1][CH2:2][C:3]1[CH:11]=[CH:10][C:6]([C:7](O)=[O:8])=[CH:5][CH:4]=1.S(=O)(=O)(O)O. The catalyst is C1COCC1.ClCCl.[O-2].[O-2].[Mn+4]. The product is [Cl:1][CH2:2][C:3]1[CH:11]=[CH:10][C:6]([CH:7]=[O:8])=[CH:5][CH:4]=1. The yield is 0.870. (6) The reactants are [CH3:1][C:2]1[NH:3][C:4]2[C:9]([CH:10]=1)=[CH:8][C:7]([O:11][C:12]1[C:21]3[C:16](=[CH:17][C:18]([O:22][CH2:23][CH:24]4[CH2:29][CH2:28][NH:27][CH2:26][CH2:25]4)=[CH:19][CH:20]=3)[N:15]=[CH:14][N:13]=1)=[CH:6][CH:5]=2.[CH3:30][O:31][CH2:32][CH:33]=O. No catalyst specified. The product is [CH3:30][O:31][CH2:32][CH2:33][N:27]1[CH2:28][CH2:29][CH:24]([CH2:23][O:22][C:18]2[CH:17]=[C:16]3[C:21]([C:12]([O:11][C:7]4[CH:8]=[C:9]5[C:4](=[CH:5][CH:6]=4)[NH:3][C:2]([CH3:1])=[CH:10]5)=[N:13][CH:14]=[N:15]3)=[CH:20][CH:19]=2)[CH2:25][CH2:26]1. The yield is 0.460. (7) The reactants are [CH3:1][C:2]1[C:6]([C:7]2[C:8]([C:15]3[CH:20]=[CH:19][C:18]([O:21]C)=[CH:17][CH:16]=3)=[N:9][N:10]([CH3:14])[C:11]=2[CH:12]=O)=[C:5]([CH3:23])[O:4][N:3]=1.Cl.[NH2:25][OH:26].N1C=CC=CC=1.Cl.B(F)(F)F.S(C)C. The catalyst is CCO.C(Cl)Cl.CO. The product is [CH3:1][C:2]1[C:6]([C:7]2[C:8]([C:15]3[CH:20]=[CH:19][C:18]([OH:21])=[CH:17][CH:16]=3)=[N:9][N:10]([CH3:14])[C:11]=2[CH:12]=[N:25][OH:26])=[C:5]([CH3:23])[O:4][N:3]=1. The yield is 0.320. (8) The reactants are Cl.[F:2][CH:3]1[C:8]([CH3:10])([OH:9])[CH2:7][CH2:6][NH:5][CH2:4]1.Cl[C:12]1[N:17]=[C:16]([NH2:18])[CH:15]=[CH:14][N:13]=1.C(=O)([O-])[O-].[K+].[K+]. The catalyst is C(#N)C. The product is [NH2:18][C:16]1[CH:15]=[CH:14][N:13]=[C:12]([N:5]2[CH2:6][CH2:7][C:8]([CH3:10])([OH:9])[CH:3]([F:2])[CH2:4]2)[N:17]=1. The yield is 0.450. (9) The reactants are [Cl:1][C:2]1[CH:7]=[CH:6][N:5]=[C:4]([C:8]([NH2:10])=O)[CH:3]=1.C(OC(C(F)(F)F)=O)(C(F)(F)F)=O.CC(OO)=O.C([O-])([O-])=O.[K+].[K+]. The catalyst is CCOC(C)=O. The product is [Cl:1][C:2]1[CH:7]=[CH:6][N:5]=[C:4]([C:8]#[N:10])[CH:3]=1. The yield is 0.870. (10) The reactants are Br[C:2]1[CH:7]=[CH:6][C:5]([O:8][CH3:9])=[CH:4][C:3]=1[O:10][CH3:11].C1(P(C2C=CC=CC=2)C2C=CC=CC=2)C=CC=CC=1.[CH2:31]([OH:35])[CH2:32][C:33]#[CH:34]. The catalyst is C(NCC)C.[Pd](Cl)Cl.[Cu]I. The product is [CH3:11][O:10][C:3]1[CH:4]=[C:5]([O:8][CH3:9])[CH:6]=[CH:7][C:2]=1[C:34]#[C:33][CH2:32][CH2:31][OH:35]. The yield is 0.240.